Dataset: Forward reaction prediction with 1.9M reactions from USPTO patents (1976-2016). Task: Predict the product of the given reaction. (1) Given the reactants [F:1][C:2]1[C:3]([CH3:12])=[CH:4][C:5]([N+:9]([O-:11])=[O:10])=[C:6]([OH:8])[CH:7]=1.[C:13]([O-])([O-])=O.[K+].[K+].IC.O, predict the reaction product. The product is: [CH3:13][O:8][C:6]1[CH:7]=[C:2]([F:1])[C:3]([CH3:12])=[CH:4][C:5]=1[N+:9]([O-:11])=[O:10]. (2) Given the reactants [CH3:1][CH:2]([O:9][CH2:10][CH2:11][CH2:12][CH2:13][CH:14]1OCC[O:15]1)[CH2:3][CH2:4][CH2:5][CH:6]([CH3:8])[CH3:7].C(O)(=O)C.O1CCCC1.C(=O)([O-])[O-].[Na+].[Na+], predict the reaction product. The product is: [CH3:1][CH:2]([O:9][CH2:10][CH2:11][CH2:12][CH2:13][CH:14]=[O:15])[CH2:3][CH2:4][CH2:5][CH:6]([CH3:7])[CH3:8]. (3) Given the reactants [Si]([O:8][CH2:9][CH2:10][CH:11]1[C:16]2[CH:17]=[C:18]([C:20]([NH2:22])=[O:21])[S:19][C:15]=2[CH2:14][CH2:13][C:12]1([F:24])[F:23])(C(C)(C)C)(C)C.[F-].C([N+](CCCC)(CCCC)CCCC)CCC, predict the reaction product. The product is: [F:24][C:12]1([F:23])[CH:11]([CH2:10][CH2:9][OH:8])[C:16]2[CH:17]=[C:18]([C:20]([NH2:22])=[O:21])[S:19][C:15]=2[CH2:14][CH2:13]1. (4) Given the reactants [C:1]([C:5]1[C:6]([OH:13])=[C:7]([CH:10]=[CH:11][CH:12]=1)[CH:8]=[O:9])([CH3:4])([CH3:3])[CH3:2].C([O-])([O-])=O.[K+].[K+].I[CH2:21][CH2:22][CH3:23], predict the reaction product. The product is: [C:1]([C:5]1[C:6]([O:13][CH2:21][CH2:22][CH3:23])=[C:7]([CH:10]=[CH:11][CH:12]=1)[CH:8]=[O:9])([CH3:4])([CH3:2])[CH3:3].